From a dataset of Forward reaction prediction with 1.9M reactions from USPTO patents (1976-2016). Predict the product of the given reaction. (1) Given the reactants [CH3:1][N:2]=[C:3]=[S:4].[Cl:5][C:6]1[CH:7]=[C:8]([C:12]2[O:16][N:15]=[C:14]([CH:17]3[CH2:22][O:21][CH2:20][CH2:19][NH:18]3)[CH:13]=2)[CH:9]=[CH:10][CH:11]=1, predict the reaction product. The product is: [CH3:1][NH:2][C:3]([N:18]1[CH2:19][CH2:20][O:21][CH2:22][CH:17]1[C:14]1[CH:13]=[C:12]([C:8]2[CH:9]=[CH:10][CH:11]=[C:6]([Cl:5])[CH:7]=2)[O:16][N:15]=1)=[S:4]. (2) The product is: [K+:24].[NH2:1][C:2]1[N:11]=[CH:10][C:9]2[CH2:8][C:7]([CH3:13])([CH3:12])[C:6]3[C:14]([C:18]([O-:20])=[O:19])=[N:15][N:16]([CH3:17])[C:5]=3[C:4]=2[N:3]=1. Given the reactants [NH2:1][C:2]1[N:11]=[CH:10][C:9]2[CH2:8][C:7]([CH3:13])([CH3:12])[C:6]3[C:14]([C:18]([O:20]CC)=[O:19])=[N:15][N:16]([CH3:17])[C:5]=3[C:4]=2[N:3]=1.[OH-].[K+:24], predict the reaction product. (3) Given the reactants Cl[C:2]1[N:7]=[C:6]([CH3:8])[C:5]([N+:9]([O-:11])=[O:10])=[C:4]([NH2:12])[CH:3]=1.[NH:13]1[CH2:18][CH2:17][O:16][CH2:15][CH2:14]1, predict the reaction product. The product is: [CH3:8][C:6]1[C:5]([N+:9]([O-:11])=[O:10])=[C:4]([NH2:12])[CH:3]=[C:2]([N:13]2[CH2:18][CH2:17][O:16][CH2:15][CH2:14]2)[N:7]=1.